Dataset: Forward reaction prediction with 1.9M reactions from USPTO patents (1976-2016). Task: Predict the product of the given reaction. (1) The product is: [Si:15]([O:14][CH2:13][CH2:12][C:6]1[N:7]([CH3:11])[C:8]2[C:4]([CH:5]=1)=[CH:3][C:2]([C:30](=[O:34])[CH2:31][CH2:32][CH3:33])=[CH:10][CH:9]=2)([C:18]([CH3:21])([CH3:20])[CH3:19])([CH3:17])[CH3:16]. Given the reactants Br[C:2]1[CH:3]=[C:4]2[C:8](=[CH:9][CH:10]=1)[N:7]([CH3:11])[C:6]([CH2:12][CH2:13][O:14][Si:15]([C:18]([CH3:21])([CH3:20])[CH3:19])([CH3:17])[CH3:16])=[CH:5]2.[Li]CCCC.CON(C)[C:30](=[O:34])[CH2:31][CH2:32][CH3:33], predict the reaction product. (2) Given the reactants [F:1][C:2]1[CH:7]=[C:6]([F:8])[CH:5]=[CH:4][C:3]=1[C:9]1[N:10]=[C:11]2[N:15]([C:16]=1[C:17]1[CH:18]=[CH:19][C:20]3[N:21]([C:23]([C:26]([OH:29])([CH3:28])[CH3:27])=[N:24][N:25]=3)[N:22]=1)[CH:14]=[CH:13]O2.[CH3:30][NH2:31], predict the reaction product. The product is: [F:1][C:2]1[CH:7]=[C:6]([F:8])[CH:5]=[CH:4][C:3]=1[C:9]1[N:10]=[C:11]2[N:31]([CH3:30])[CH:13]=[CH:14][N:15]2[C:16]=1[C:17]1[CH:18]=[CH:19][C:20]2[N:21]([C:23]([C:26]([OH:29])([CH3:27])[CH3:28])=[N:24][N:25]=2)[N:22]=1.